Dataset: Peptide-MHC class I binding affinity with 185,985 pairs from IEDB/IMGT. Task: Regression. Given a peptide amino acid sequence and an MHC pseudo amino acid sequence, predict their binding affinity value. This is MHC class I binding data. (1) The peptide sequence is KTWGKAKIF. The MHC is HLA-B57:01 with pseudo-sequence HLA-B57:01. The binding affinity (normalized) is 0.668. (2) The peptide sequence is VAPCLWAKM. The MHC is H-2-Db with pseudo-sequence H-2-Db. The binding affinity (normalized) is 0.359. (3) The peptide sequence is NVHRSQFAQ. The MHC is HLA-A26:01 with pseudo-sequence HLA-A26:01. The binding affinity (normalized) is 0.0847. (4) The peptide sequence is ILGGLILTTV. The MHC is HLA-A68:02 with pseudo-sequence HLA-A68:02. The binding affinity (normalized) is 0.168. (5) The peptide sequence is WCSQTSYQYL. The MHC is HLA-A30:02 with pseudo-sequence HLA-A30:02. The binding affinity (normalized) is 0.0484. (6) The peptide sequence is EEMNLPGRW. The MHC is HLA-B58:01 with pseudo-sequence HLA-B58:01. The binding affinity (normalized) is 0. (7) The peptide sequence is WVMDTLNGI. The MHC is HLA-A02:03 with pseudo-sequence HLA-A02:03. The binding affinity (normalized) is 0.999. (8) The peptide sequence is MPGIFQTTTG. The MHC is HLA-B53:01 with pseudo-sequence HLA-B53:01. The binding affinity (normalized) is 0.417.